Dataset: Reaction yield outcomes from USPTO patents with 853,638 reactions. Task: Predict the reaction yield, written as a fraction of the theoretical maximum amount of product (1.0 means a 100% yield; for example, 0.34 means a 34% yield). (1) The reactants are [F:1][C:2]1[CH:10]=[CH:9][C:8]([C:11]([F:14])([F:13])[F:12])=[CH:7][C:3]=1[C:4](Cl)=[O:5].CCN(CC)CC.[CH3:22][CH2:23][OH:24]. The catalyst is C1COCC1. The product is [F:1][C:2]1[CH:10]=[CH:9][C:8]([C:11]([F:14])([F:13])[F:12])=[CH:7][C:3]=1[C:4]([O:24][CH2:23][CH3:22])=[O:5]. The yield is 0.920. (2) The catalyst is C(OCC)(=O)C. The reactants are [Cl:1][C:2]1[CH:3]=[C:4]([NH:16][C:17]2[N:21]=[C:20]([NH2:22])[NH:19][N:18]=2)[CH:5]=[C:6]([Cl:15])[C:7]=1[S:8][C:9]1[CH:14]=[CH:13][CH:12]=[CH:11][CH:10]=1.CO.[OH:25]OS([O-])=O.[K+].[OH2:31]. The yield is 0.200. The product is [C:9]1([S:8]([C:7]2[C:2]([Cl:1])=[CH:3][C:4]([NH:16][C:17]3[N:21]=[C:20]([NH2:22])[NH:19][N:18]=3)=[CH:5][C:6]=2[Cl:15])(=[O:25])=[O:31])[CH:10]=[CH:11][CH:12]=[CH:13][CH:14]=1. (3) The reactants are [NH2:1][C:2]1[CH:3]=[C:4]([CH:25]=[CH:26][CH:27]=1)[O:5][C:6]1[CH:14]=[C:13]([F:15])[CH:12]=[C:11]([NH:16][C:17]2[CH:22]=[CH:21][C:20]([I:23])=[CH:19][C:18]=2[F:24])[C:7]=1[C:8]([NH2:10])=[O:9].C(N(C(C)C)C(C)C)C.[C:37](Cl)(=[O:39])[CH3:38]. The catalyst is C(Cl)Cl. The product is [C:37]([NH:1][C:2]1[CH:3]=[C:4]([CH:25]=[CH:26][CH:27]=1)[O:5][C:6]1[CH:14]=[C:13]([F:15])[CH:12]=[C:11]([NH:16][C:17]2[CH:22]=[CH:21][C:20]([I:23])=[CH:19][C:18]=2[F:24])[C:7]=1[C:8]([NH2:10])=[O:9])(=[O:39])[CH3:38]. The yield is 0.620. (4) The reactants are [C:1]([O:5][C:6]([N:8]1[CH2:13][CH2:12][NH:11][C:10](=[O:14])[CH:9]1[CH:15]([CH3:17])[CH3:16])=[O:7])([CH3:4])([CH3:3])[CH3:2].[H-].[Na+].Br[CH2:21][C:22]1[N:23]([CH3:48])[C:24]2[C:29]([N:30]=1)=[C:28]([N:31]1[CH2:36][CH2:35][O:34][CH2:33][CH2:32]1)[N:27]=[C:26]([N:37]1[C:41]3[CH:42]=[CH:43][CH:44]=[CH:45][C:40]=3[N:39]=[C:38]1[CH2:46][CH3:47])[N:25]=2. The catalyst is CN(C=O)C. The product is [C:1]([O:5][C:6]([N:8]1[CH2:13][CH2:12][N:11]([CH2:21][C:22]2[N:23]([CH3:48])[C:24]3[C:29]([N:30]=2)=[C:28]([N:31]2[CH2:32][CH2:33][O:34][CH2:35][CH2:36]2)[N:27]=[C:26]([N:37]2[C:41]4[CH:42]=[CH:43][CH:44]=[CH:45][C:40]=4[N:39]=[C:38]2[CH2:46][CH3:47])[N:25]=3)[C:10](=[O:14])[CH:9]1[CH:15]([CH3:17])[CH3:16])=[O:7])([CH3:4])([CH3:3])[CH3:2]. The yield is 0.770. (5) The reactants are Br[C:2]1[C:7]([C:8]([F:11])([F:10])[F:9])=[CH:6][C:5]([NH:12][C:13]2[N:17]=[C:16]([NH2:18])[NH:15][N:14]=2)=[CH:4][C:3]=1[Cl:19].CN1C(C)(C)CC(SC2C=CC(B3OC(C)(C)C(C)(C)O3)=CC=2)CC1(C)C.CC1(C)C(C)(C)OB([C:55]2[CH:60]=[CH:59][C:58]([S:61]([N:64]3[CH2:67][CH:66]([OH:68])[CH2:65]3)(=[O:63])=[O:62])=[CH:57][CH:56]=2)O1.C([O-])([O-])=O.[K+].[K+]. The catalyst is COCCOC.O1CCOCC1.C1C=CC([P]([Pd]([P](C2C=CC=CC=2)(C2C=CC=CC=2)C2C=CC=CC=2)([P](C2C=CC=CC=2)(C2C=CC=CC=2)C2C=CC=CC=2)[P](C2C=CC=CC=2)(C2C=CC=CC=2)C2C=CC=CC=2)(C2C=CC=CC=2)C2C=CC=CC=2)=CC=1. The product is [NH2:18][C:16]1[NH:15][N:14]=[C:13]([NH:12][C:5]2[CH:6]=[C:7]([C:8]([F:11])([F:10])[F:9])[C:2]([C:55]3[CH:60]=[CH:59][C:58]([S:61]([N:64]4[CH2:67][CH:66]([OH:68])[CH2:65]4)(=[O:63])=[O:62])=[CH:57][CH:56]=3)=[C:3]([Cl:19])[CH:4]=2)[N:17]=1. The yield is 0.310. (6) The reactants are [CH2:1]([Li])[CH2:2][CH2:3][CH3:4].[O:6]1[C:10]2(CCC(=O)[CH2:12][CH2:11]2)[O:9][CH2:8][CH2:7]1. The catalyst is [Br-].C[P+](C1C=CC=CC=1)(C1C=CC=CC=1)C1C=CC=CC=1.O1CCCC1. The product is [CH2:4]=[C:3]1[CH2:12][CH2:11][C:10]2([O:9][CH2:8][CH2:7][O:6]2)[CH2:1][CH2:2]1. The yield is 0.780. (7) The reactants are C(N1C=CN=C1)(N1C=CN=C1)=O.[C:13]([O:17][C:18]([NH:20][C:21]([CH3:26])([CH3:25])[C:22]([OH:24])=O)=[O:19])([CH3:16])([CH3:15])[CH3:14].C(N(CC)C(C)C)(C)C.[Br:36][C:37]1[C:38]([NH2:44])=[N:39][CH:40]=[C:41]([Br:43])[N:42]=1. The catalyst is CN(C)C=O.ClCCl. The product is [Br:36][C:37]1[C:38]([NH:44][C:22](=[O:24])[C:21]([NH:20][C:18](=[O:19])[O:17][C:13]([CH3:14])([CH3:15])[CH3:16])([CH3:26])[CH3:25])=[N:39][CH:40]=[C:41]([Br:43])[N:42]=1. The yield is 0.370. (8) The reactants are [O:1]=[C:2]1[C:10]2[NH:9][CH:8]=[C:7]([C:11]([O:13][CH3:14])=[O:12])[C:6]=2[CH2:5][CH2:4][CH2:3]1.[C:15]([O:19][C:20]([N:22]1[CH2:27][CH2:26][CH:25](O)[CH2:24][CH2:23]1)=[O:21])([CH3:18])([CH3:17])[CH3:16].C1(P(C2C=CC=CC=2)C2C=CC=CC=2)C=CC=CC=1. The catalyst is C1COCC1. The product is [C:15]([O:19][C:20]([N:22]1[CH2:27][CH2:26][CH:25]([N:9]2[C:10]3[C:2](=[O:1])[CH2:3][CH2:4][CH2:5][C:6]=3[C:7]([C:11]([O:13][CH3:14])=[O:12])=[CH:8]2)[CH2:24][CH2:23]1)=[O:21])([CH3:18])([CH3:16])[CH3:17]. The yield is 0.700. (9) The reactants are [NH:1]1[C:9]2[C:4](=[CH:5][CH:6]=[CH:7][CH:8]=2)[CH:3]=[C:2]1[C:10]([OH:12])=O.F[P-](F)(F)(F)(F)F.[N:20]1([O:29][C:30](N(C)C)=[N+](C)C)[C:24]2C=CC=CC=2N=N1.C(N(CC)CC)C.Cl.CNOC. The catalyst is CN(C)C=O. The product is [CH3:30][O:29][N:20]([CH3:24])[C:10]([C:2]1[NH:1][C:9]2[C:4]([CH:3]=1)=[CH:5][CH:6]=[CH:7][CH:8]=2)=[O:12]. The yield is 0.850. (10) The reactants are [C:1]([C:5]1[N:9]([CH2:10][CH:11]2[CH2:16][CH2:15][O:14][CH2:13][CH2:12]2)[C:8]2[CH:17]=[CH:18][C:19]([S:21](Cl)(=[O:23])=[O:22])=[CH:20][C:7]=2[N:6]=1)([CH3:4])([CH3:3])[CH3:2].[NH:25]1[CH2:30][CH2:29][CH2:28][CH2:27][CH2:26]1. The catalyst is CN(C1C=CN=CC=1)C.CC#N. The product is [C:1]([C:5]1[N:9]([CH2:10][CH:11]2[CH2:16][CH2:15][O:14][CH2:13][CH2:12]2)[C:8]2[CH:17]=[CH:18][C:19]([S:21]([N:25]3[CH2:30][CH2:29][CH2:28][CH2:27][CH2:26]3)(=[O:23])=[O:22])=[CH:20][C:7]=2[N:6]=1)([CH3:4])([CH3:3])[CH3:2]. The yield is 0.450.